From a dataset of Catalyst prediction with 721,799 reactions and 888 catalyst types from USPTO. Predict which catalyst facilitates the given reaction. Reactant: OC(C(F)(F)F)=O.[CH2:8]([NH:15][C:16](=[O:23])[C@H:17]([OH:22])[CH:18]([NH2:21])[CH2:19][CH3:20])[C:9]1[CH:14]=[CH:13][CH:12]=[CH:11][CH:10]=1.[F:24][CH:25]([F:42])[O:26][C:27]1[CH:32]=[CH:31][CH:30]=[CH:29][C:28]=1[CH2:33][S:34]([CH2:37][CH2:38][C:39](O)=[O:40])(=[O:36])=[O:35].C1C=CC2N(O)N=NC=2C=1.C(Cl)CCl.CN1CCOCC1. Product: [CH2:8]([NH:15][C:16](=[O:23])[C@H:17]([OH:22])[CH:18]([NH:21][C:39](=[O:40])[CH2:38][CH2:37][S:34]([CH2:33][C:28]1[CH:29]=[CH:30][CH:31]=[CH:32][C:27]=1[O:26][CH:25]([F:24])[F:42])(=[O:35])=[O:36])[CH2:19][CH3:20])[C:9]1[CH:14]=[CH:13][CH:12]=[CH:11][CH:10]=1. The catalyst class is: 4.